This data is from Forward reaction prediction with 1.9M reactions from USPTO patents (1976-2016). The task is: Predict the product of the given reaction. (1) Given the reactants C(O[C:5]1[C:6](=[O:18])[C:7](=[O:17])[C:8]=1[C:9]1[CH:14]=[CH:13][C:12]([C:15]#[N:16])=[CH:11][CH:10]=1)(C)C.[NH2:19][CH:20]([C:22]([CH3:25])([CH3:24])[CH3:23])[CH3:21], predict the reaction product. The product is: [O:18]=[C:6]1[C:7](=[O:17])[C:8]([C:9]2[CH:10]=[CH:11][C:12]([C:15]#[N:16])=[CH:13][CH:14]=2)=[C:5]1[NH:19][CH:20]([CH3:21])[C:22]([CH3:25])([CH3:24])[CH3:23]. (2) Given the reactants [OH:1][CH2:2][C@@H:3]1[CH2:8][CH2:7][CH2:6][N:5]([C:9](OC(C)(C)C)=O)[CH2:4]1.[H-].[Na+].Cl[C:19]1[C:27]2[C:26]3[CH:28]=[C:29]([C:32]#[N:33])[N:30]=[CH:31][C:25]=3[N:24](COCC[Si](C)(C)C)[C:23]=2[N:22]=[CH:21][CH:20]=1, predict the reaction product. The product is: [CH3:9][N:5]1[CH2:6][CH2:7][CH2:8][C@@H:3]([CH2:2][O:1][C:19]2[C:27]3[C:26]4[CH:28]=[C:29]([C:32]#[N:33])[N:30]=[CH:31][C:25]=4[NH:24][C:23]=3[N:22]=[CH:21][CH:20]=2)[CH2:4]1. (3) Given the reactants [CH:1]1([C:4]2[O:5][C:6]3[C:7](=[C:9]([C:21]#[N:22])[C:10]([CH3:20])=[C:11]([C:14]4[N:15]=[C:16]([CH3:19])[S:17][CH:18]=4)[C:12]=3F)[N:8]=2)[CH2:3][CH2:2]1.C(N(CC)CC)C.[CH3:30][N:31]([CH3:37])[C@H:32]1[CH2:36][CH2:35][NH:34][CH2:33]1.O, predict the reaction product. The product is: [CH:1]1([C:4]2[O:5][C:6]3[C:7](=[C:9]([C:21]#[N:22])[C:10]([CH3:20])=[C:11]([C:14]4[N:15]=[C:16]([CH3:19])[S:17][CH:18]=4)[C:12]=3[N:34]3[CH2:35][CH2:36][C@H:32]([N:31]([CH3:37])[CH3:30])[CH2:33]3)[N:8]=2)[CH2:3][CH2:2]1. (4) Given the reactants [CH3:1][C:2]1[CH:7]=[CH:6][C:5]([C:8]2[N:13]=[CH:12][N:11]=[C:10]([N:14]([CH2:19][C:20]3[CH:25]=[CH:24][C:23]([S:26][C:27]([CH3:36])([CH3:35])[C:28]([O:30]C(C)(C)C)=[O:29])=[CH:22][CH:21]=3)[CH2:15][CH2:16][O:17][CH3:18])[CH:9]=2)=[CH:4][CH:3]=1.Cl, predict the reaction product. The product is: [CH3:18][O:17][CH2:16][CH2:15][N:14]([CH2:19][C:20]1[CH:21]=[CH:22][C:23]([S:26][C:27]([CH3:36])([CH3:35])[C:28]([OH:30])=[O:29])=[CH:24][CH:25]=1)[C:10]1[CH:9]=[C:8]([C:5]2[CH:4]=[CH:3][C:2]([CH3:1])=[CH:7][CH:6]=2)[N:13]=[CH:12][N:11]=1. (5) Given the reactants [N:1]1[CH:2]=[CH:3][N:4]2[CH:9]=[CH:8][C:7]([CH2:10][NH:11][C:12]([C:14]3[S:15][C:16]([CH:19]4[CH2:24][CH2:23][NH:22][CH2:21][CH2:20]4)=[CH:17][CH:18]=3)=[O:13])=[CH:6][C:5]=12.CN1CCOCC1.[CH:32]([O:35][C:36](Cl)=[O:37])([CH3:34])[CH3:33], predict the reaction product. The product is: [N:1]1[CH:2]=[CH:3][N:4]2[CH:9]=[CH:8][C:7]([CH2:10][NH:11][C:12]([C:14]3[S:15][C:16]([CH:19]4[CH2:24][CH2:23][N:22]([C:36]([O:35][CH:32]([CH3:34])[CH3:33])=[O:37])[CH2:21][CH2:20]4)=[CH:17][CH:18]=3)=[O:13])=[CH:6][C:5]=12. (6) Given the reactants [C:1]1([C:7]2[CH:12]=[CH:11][CH:10]=[C:9]([C:13]3[CH:18]=[CH:17][C:16](/[C:19](/[CH3:26])=[CH:20]/[C:21](OCC)=[O:22])=[CH:15][CH:14]=3)[CH:8]=2)[CH:6]=[CH:5][CH:4]=[CH:3][CH:2]=1.CC(C[AlH]CC(C)C)C, predict the reaction product. The product is: [C:1]1([C:7]2[CH:12]=[CH:11][CH:10]=[C:9]([C:13]3[CH:14]=[CH:15][C:16](/[C:19](/[CH3:26])=[CH:20]/[CH2:21][OH:22])=[CH:17][CH:18]=3)[CH:8]=2)[CH:2]=[CH:3][CH:4]=[CH:5][CH:6]=1. (7) Given the reactants [CH2:1]([C:5]1[C:9](/[CH:10]=[CH:11]/[C:12]2[S:13][C:14]([C:18]([OH:20])=O)=[C:15]([CH3:17])[N:16]=2)=[C:8]([CH3:21])[O:7][N:6]=1)[CH2:2][CH2:3][CH3:4].[CH:22]1([NH2:26])[CH2:25][CH2:24][CH2:23]1, predict the reaction product. The product is: [CH:22]1([NH:26][C:18]([C:14]2[S:13][C:12](/[CH:11]=[CH:10]/[C:9]3[C:5]([CH2:1][CH2:2][CH2:3][CH3:4])=[N:6][O:7][C:8]=3[CH3:21])=[N:16][C:15]=2[CH3:17])=[O:20])[CH2:25][CH2:24][CH2:23]1. (8) Given the reactants C([O:3][C:4]([C:6]1[CH:11]=[CH:10][N:9]=[N:8][C:7]=1[Cl:12])=[O:5])C.[Li+].[OH-].Cl, predict the reaction product. The product is: [Cl:12][C:7]1[N:8]=[N:9][CH:10]=[CH:11][C:6]=1[C:4]([OH:5])=[O:3].